Dataset: Reaction yield outcomes from USPTO patents with 853,638 reactions. Task: Predict the reaction yield, written as a fraction of the theoretical maximum amount of product (1.0 means a 100% yield; for example, 0.34 means a 34% yield). The reactants are [C:1]([O:4][C:5]1[CH:13]=[CH:12][C:11]([NH2:14])=[CH:10][C:6]=1[C:7]([OH:9])=[O:8])(=[O:3])[CH3:2].[F:15][C:16]1[C:23]([F:24])=[C:22]([C:25]([F:28])([F:27])[F:26])[C:21]([F:29])=[C:20]([F:30])[C:17]=1[CH2:18]Br. The catalyst is [I-].C([N+](CCCC)(CCCC)CCCC)CCC.CN(C=O)C. The product is [C:1]([O:4][C:5]1[CH:13]=[CH:12][C:11]([NH:14][CH2:18][C:17]2[C:20]([F:30])=[C:21]([F:29])[C:22]([C:25]([F:26])([F:28])[F:27])=[C:23]([F:24])[C:16]=2[F:15])=[CH:10][C:6]=1[C:7]([OH:9])=[O:8])(=[O:3])[CH3:2]. The yield is 0.530.